From a dataset of Full USPTO retrosynthesis dataset with 1.9M reactions from patents (1976-2016). Predict the reactants needed to synthesize the given product. (1) Given the product [CH2:1]([C:3]1[CH:8]=[C:7]([CH3:9])[CH:6]=[C:5]([CH2:10][CH3:11])[C:4]=1[C:12]1[C:13](=[O:14])[N:15]([CH3:30])[N:16]=[C:17]([C:23]2[CH:28]=[CH:27][C:26]([F:29])=[CH:25][CH:24]=2)[C:18]=1[S:19]([CH3:22])(=[O:21])=[O:20])[CH3:2].[CH2:1]([C:3]1[CH:8]=[C:7]([CH3:9])[CH:6]=[C:5]([CH2:10][CH3:11])[C:4]=1[C:12]([C:13]1[N:15]([CH3:30])[N:16]=[C:17]([C:23]2[CH:28]=[CH:27][C:26]([F:29])=[CH:25][CH:24]=2)[C:18]=1[S:19]([CH3:22])(=[O:21])=[O:20])=[O:31])[CH3:2], predict the reactants needed to synthesize it. The reactants are: [CH2:1]([C:3]1[CH:8]=[C:7]([CH3:9])[CH:6]=[C:5]([CH2:10][CH3:11])[C:4]=1[C:12](=[O:31])[C:13]([N:15]([CH3:30])[N:16]=[C:17]([C:23]1[CH:28]=[CH:27][C:26]([F:29])=[CH:25][CH:24]=1)[CH2:18][S:19]([CH3:22])(=[O:21])=[O:20])=[O:14])[CH3:2].CO.O.[OH-].[Li+].Cl. (2) Given the product [F:23][C:24]([F:34])([F:35])[C:25]1[CH:33]=[CH:32][CH:31]=[CH:30][C:26]=1[C:27]([NH:13][CH2:12][C:9]1([C:6]2[S:7][CH:8]=[C:4]([C:3]([F:2])([F:14])[F:15])[N:5]=2)[CH2:10][CH2:11]1)=[O:28], predict the reactants needed to synthesize it. The reactants are: Cl.[F:2][C:3]([F:15])([F:14])[C:4]1[N:5]=[C:6]([C:9]2([CH2:12][NH2:13])[CH2:11][CH2:10]2)[S:7][CH:8]=1.CCN(CC)CC.[F:23][C:24]([F:35])([F:34])[C:25]1[CH:33]=[CH:32][CH:31]=[CH:30][C:26]=1[C:27](Cl)=[O:28].O. (3) Given the product [F:10][C:11]1[CH:12]=[CH:13][C:14]2[O:19][CH2:18][CH:17]3[CH:41]([C:35]4[CH:40]=[CH:39][CH:38]=[CH:37][CH:36]=4)[C:21]([C:20]([N:3]([O:4][CH3:5])[CH3:2])=[O:33])=[N:22][N:16]3[C:15]=2[CH:29]=1, predict the reactants needed to synthesize it. The reactants are: Cl.[CH3:2][NH:3][O:4][CH3:5].C[Al](C)C.[F:10][C:11]1[CH:12]=[CH:13][C:14]2[O:19][CH2:18][CH:17]3[CH:20](C4C=CC=CC=4)[CH:21]=[N:22][N:16]3[C:15]=2[CH:29]=1.CCC([O-])=[O:33].[C:35]1([CH3:41])[CH:40]=[CH:39][CH:38]=[CH:37][CH:36]=1. (4) The reactants are: [C:1]([C:3]1[N:4]([CH2:16][C:17]2[CH:22]=[CH:21][C:20]([F:23])=[CH:19][CH:18]=2)[C:5]2[C:10]([CH:11]=1)=[CH:9][C:8]([S:12]([CH3:15])(=[O:14])=[O:13])=[CH:7][CH:6]=2)#[N:2].Cl.[NH2:25]O.[OH-].[K+].[CH2:29]([OH:31])[CH3:30]. Given the product [F:23][C:20]1[CH:19]=[CH:18][C:17]([CH2:16][N:4]2[C:5]3[C:10](=[CH:9][C:8]([S:12]([CH3:15])(=[O:13])=[O:14])=[CH:7][CH:6]=3)[CH:11]=[C:3]2[C:1]2[N:25]=[C:29]([CH3:30])[O:31][N:2]=2)=[CH:22][CH:21]=1, predict the reactants needed to synthesize it.